Dataset: Catalyst prediction with 721,799 reactions and 888 catalyst types from USPTO. Task: Predict which catalyst facilitates the given reaction. (1) Reactant: [C-:1]#[N:2].C([Al+]CC)C.Cl[CH:9]([NH:15][C:16](=[O:21])[C:17]([CH3:20])([CH3:19])[CH3:18])[C:10]([O:12][CH2:13][CH3:14])=[O:11].[NH4+].[Cl-]. Product: [NH2:2][C:1]1[O:21][C:16]([C:17]([CH3:20])([CH3:19])[CH3:18])=[N:15][C:9]=1[C:10]([O:12][CH2:13][CH3:14])=[O:11]. The catalyst class is: 1. (2) Reactant: [F:1][C:2]1[CH:7]=[CH:6][C:5]([CH:8]2[C:13]3=[N:14][NH:15][C:16](=[O:21])[C:17]4[CH:18]=[CH:19][CH:20]=[C:11]([C:12]=43)[NH:10][CH:9]2[C:22]2[CH:29]=[CH:28][C:25]([CH:26]=O)=[CH:24][CH:23]=2)=[CH:4][CH:3]=1.[CH3:30][NH:31][CH3:32].C(O)(=O)C.C([BH3-])#N.[Na+]. Product: [CH3:30][N:31]([CH2:26][C:25]1[CH:28]=[CH:29][C:22]([CH:9]2[NH:10][C:11]3[C:12]4[C:13](=[N:14][NH:15][C:16](=[O:21])[C:17]=4[CH:18]=[CH:19][CH:20]=3)[CH:8]2[C:5]2[CH:6]=[CH:7][C:2]([F:1])=[CH:3][CH:4]=2)=[CH:23][CH:24]=1)[CH3:32]. The catalyst class is: 5.